This data is from Forward reaction prediction with 1.9M reactions from USPTO patents (1976-2016). The task is: Predict the product of the given reaction. (1) Given the reactants [OH:1][CH:2]([C:6]([O:19][CH3:20])([C:13]1[CH:18]=[CH:17][CH:16]=[CH:15][CH:14]=1)[C:7]1[CH:12]=[CH:11][CH:10]=[CH:9][CH:8]=1)[C:3]([OH:5])=[O:4], predict the reaction product. The product is: [OH:1][C@@H:2]([C:6]([O:19][CH3:20])([C:7]1[CH:12]=[CH:11][CH:10]=[CH:9][CH:8]=1)[C:13]1[CH:18]=[CH:17][CH:16]=[CH:15][CH:14]=1)[C:3]([OH:5])=[O:4]. (2) Given the reactants C(O)(C(F)(F)F)=O.[NH2:8][C:9]1[N:14]=[CH:13][C:12]([C:15]#[C:16][C:17]2[CH:18]=[C:19]([NH:23]C(=O)OC(C)(C)C)[CH:20]=[N:21][CH:22]=2)=[CH:11][N:10]=1, predict the reaction product. The product is: [NH2:23][C:19]1[CH:18]=[C:17]([C:16]#[C:15][C:12]2[CH:13]=[N:14][C:9]([NH2:8])=[N:10][CH:11]=2)[CH:22]=[N:21][CH:20]=1. (3) Given the reactants [Cl:1][C:2]1[CH:10]=[CH:9][C:5]([C:6](O)=[O:7])=[CH:4][C:3]=1[NH:11][C:12]([C:14]1[C:15](=[O:26])[NH:16][C:17]2[C:22]([CH:23]=1)=[CH:21][N:20]=[C:19]([O:24][CH3:25])[CH:18]=2)=[O:13].[C:27]([O:31][C:32](=[O:43])[NH:33][CH2:34][CH2:35][CH:36]([NH2:42])[C:37]1[CH:41]=[CH:40][S:39][CH:38]=1)([CH3:30])([CH3:29])[CH3:28], predict the reaction product. The product is: [C:27]([O:31][C:32](=[O:43])[NH:33][CH2:34][CH2:35][CH:36]([NH:42][C:6](=[O:7])[C:5]1[CH:9]=[CH:10][C:2]([Cl:1])=[C:3]([NH:11][C:12]([C:14]2[C:15](=[O:26])[NH:16][C:17]3[C:22]([CH:23]=2)=[CH:21][N:20]=[C:19]([O:24][CH3:25])[CH:18]=3)=[O:13])[CH:4]=1)[C:37]1[CH:41]=[CH:40][S:39][CH:38]=1)([CH3:30])([CH3:28])[CH3:29]. (4) Given the reactants [CH3:1][O:2][C:3]1[CH:4]=[C:5]2[C:10](=[CH:11][C:12]=1[O:13][CH3:14])[N:9]=[CH:8][C:7]([C:15]#[N:16])=[C:6]2[CH3:17].[Li+].C[Si]([N-][Si](C)(C)C)(C)C.[N:28]1([C:33]([C:35]2[CH:36]=[C:37]([O:41][CH:42]3[CH2:47][CH2:46][N:45]([C:48]([O-:50])=[O:49])[CH2:44][CH2:43]3)[CH:38]=[N:39][CH:40]=2)=O)C=CN=C1, predict the reaction product. The product is: [NH2:16][C:15]1[N:28]=[C:33]([C:35]2[CH:36]=[C:37]([O:41][CH:42]3[CH2:43][CH2:44][N:45]([C:48]([O:50][C:5]([CH3:10])([CH3:6])[CH3:4])=[O:49])[CH2:46][CH2:47]3)[CH:38]=[N:39][CH:40]=2)[CH:17]=[C:6]2[C:7]=1[CH:8]=[N:9][C:10]1[CH:11]=[C:12]([O:13][CH3:14])[C:3]([O:2][CH3:1])=[CH:4][C:5]2=1. (5) Given the reactants B(F)(F)F.[CH3:5][CH2:6][O:7]CC.C([O:13][C:14]1[CH:19]=[C:18]([O:20][CH3:21])[C:17]([O:22][CH3:23])=[C:16]([O:24][CH3:25])[CH:15]=1)(=O)C, predict the reaction product. The product is: [OH:13][C:14]1[C:15]([C:6](=[O:7])[CH3:5])=[C:16]([O:24][CH3:25])[C:17]([O:22][CH3:23])=[C:18]([O:20][CH3:21])[CH:19]=1.